Dataset: Drug-induced liver injury (DILI) classification data. Task: Regression/Classification. Given a drug SMILES string, predict its toxicity properties. Task type varies by dataset: regression for continuous values (e.g., LD50, hERG inhibition percentage) or binary classification for toxic/non-toxic outcomes (e.g., AMES mutagenicity, cardiotoxicity, hepatotoxicity). Dataset: dili. The compound is NC1CCCCC1N.O=C([O-])C(=O)[O-].[Pt+2]. The result is 1 (causes liver injury).